This data is from Forward reaction prediction with 1.9M reactions from USPTO patents (1976-2016). The task is: Predict the product of the given reaction. (1) Given the reactants C(N(CC)CC)C.[O:8]=[C:9]1[C:18]2[C:13](=[CH:14][CH:15]=[CH:16][CH:17]=2)[C:12](=O)[CH:11]=[C:10]1[O:20][CH2:21][C:22]([O:24][C:25]([CH3:28])([CH3:27])[CH3:26])=[O:23].[S:29]1[CH:33]=[CH:32][CH:31]=[C:30]1[S:34]([NH2:37])(=[O:36])=[O:35], predict the reaction product. The product is: [C:25]([O:24][C:22](=[O:23])[CH2:21][O:20][C:10]1[C:9](=[O:8])[C:18]2[C:13]([C:12](=[N:37][S:34]([C:30]3[S:29][CH:33]=[CH:32][CH:31]=3)(=[O:36])=[O:35])[CH:11]=1)=[CH:14][CH:15]=[CH:16][CH:17]=2)([CH3:28])([CH3:27])[CH3:26]. (2) Given the reactants [C:1]([N:4]1[CH2:9][CH2:8][C:7]2[N:10]([C:27]([CH3:34])([CH3:33])[C:28](OCC)=[O:29])[N:11]=[C:12]([NH:13][C:14]3[CH:19]=[CH:18][C:17]([C:20]4[CH:21]=[N:22][N:23]([CH3:25])[CH:24]=4)=[CH:16][C:15]=3[F:26])[C:6]=2[CH2:5]1)(=[O:3])[CH3:2].[Li+].[BH4-].[OH-].[Na+], predict the reaction product. The product is: [F:26][C:15]1[CH:16]=[C:17]([C:20]2[CH:21]=[N:22][N:23]([CH3:25])[CH:24]=2)[CH:18]=[CH:19][C:14]=1[NH:13][C:12]1[C:6]2[CH2:5][N:4]([C:1](=[O:3])[CH3:2])[CH2:9][CH2:8][C:7]=2[N:10]([C:27]([CH3:33])([CH3:34])[CH2:28][OH:29])[N:11]=1. (3) Given the reactants [O:1]=[C:2]1[CH:12]=[N:11][CH:10]2[CH:13]3[N:3]1[CH2:4][CH:5]([CH2:15][N:16]1[CH2:21][CH2:20][CH:19]([NH:22]C(=O)OC(C)(C)C)[CH2:18][CH2:17]1)[N:6]3[C:7](=[O:14])[CH:8]=[CH:9]2.C(O)(C(F)(F)F)=O, predict the reaction product. The product is: [NH2:22][CH:19]1[CH2:20][CH2:21][N:16]([CH2:15][CH:5]2[N:6]3[CH:13]4[CH:10]([CH:9]=[CH:8][C:7]3=[O:14])[N:11]=[CH:12][C:2](=[O:1])[N:3]4[CH2:4]2)[CH2:17][CH2:18]1. (4) Given the reactants [C:1]([N:8]1[CH2:13][C@@H:12]([CH3:14])[N:11](CC2C=CC=CC=2)[CH2:10][C@@H:9]1[CH2:22][CH3:23])([O:3][C:4]([CH3:7])([CH3:6])[CH3:5])=[O:2].[C:24]([OH:27])(=[O:26])[CH3:25].C(Cl)Cl.CCOCC, predict the reaction product. The product is: [C:24]([OH:27])(=[O:26])[CH3:25].[C:1]([N:8]1[CH2:13][C@@H:12]([CH3:14])[NH:11][CH2:10][C@@H:9]1[CH2:22][CH3:23])([O:3][C:4]([CH3:7])([CH3:6])[CH3:5])=[O:2]. (5) Given the reactants C(OC([N:8]([CH2:16][CH2:17][CH2:18][C:19]1[CH:28]=[CH:27][C:22]2[N:23]=[C:24]([CH3:26])[S:25][C:21]=2[CH:20]=1)C(OC(C)(C)C)=O)=O)(C)(C)C.[ClH:29], predict the reaction product. The product is: [ClH:29].[ClH:29].[CH3:26][C:24]1[S:25][C:21]2[CH:20]=[C:19]([CH2:18][CH2:17][CH2:16][NH2:8])[CH:28]=[CH:27][C:22]=2[N:23]=1.[ClH:29]. (6) Given the reactants [C:1]([O:5][C:6]([CH:8]([CH:14]([OH:25])[C:15]1[CH:20]=[CH:19][C:18]([C:21]([F:24])([F:23])[F:22])=[CH:17][CH:16]=1)[C:9]([O:11][CH2:12][CH3:13])=[O:10])=[O:7])([CH3:4])([CH3:3])[CH3:2].CN(C=O)C.[CH3:31][O:32][CH2:33]Cl.C(N(CC)C(C)C)(C)C, predict the reaction product. The product is: [C:1]([O:5][C:6]([CH:8]([CH:14]([O:25][CH2:31][O:32][CH3:33])[C:15]1[CH:16]=[CH:17][C:18]([C:21]([F:23])([F:24])[F:22])=[CH:19][CH:20]=1)[C:9]([O:11][CH2:12][CH3:13])=[O:10])=[O:7])([CH3:2])([CH3:3])[CH3:4]. (7) Given the reactants [CH:1]1([C:4]2[NH:25][C:7]3=[N:8][CH:9]=[CH:10][C:11]([C:12]4[CH:17]=[CH:16][C:15]([S:18]([NH:21][CH2:22][CH2:23][OH:24])(=[O:20])=[O:19])=[CH:14][CH:13]=4)=[C:6]3[CH:5]=2)[CH2:3][CH2:2]1.[ClH:26], predict the reaction product. The product is: [ClH:26].[CH:1]1([C:4]2[NH:25][C:7]3=[N:8][CH:9]=[CH:10][C:11]([C:12]4[CH:13]=[CH:14][C:15]([S:18]([NH:21][CH2:22][CH2:23][OH:24])(=[O:20])=[O:19])=[CH:16][CH:17]=4)=[C:6]3[CH:5]=2)[CH2:2][CH2:3]1. (8) Given the reactants Cl.Cl.Cl.[O:4]1[C:8]2=[C:9]([N:13]3[CH2:18][CH2:17][N:16]([CH2:19][CH2:20][C@H:21]4[CH2:26][CH2:25][C@H:24]([NH2:27])[CH2:23][CH2:22]4)[CH2:15][CH2:14]3)[N:10]=[CH:11][CH:12]=[C:7]2[CH2:6][CH2:5]1.[F:28][C:29]([F:37])([F:36])[C@H:30]([OH:35])[CH2:31][C:32](O)=[O:33], predict the reaction product. The product is: [O:4]1[C:8]2=[C:9]([N:13]3[CH2:18][CH2:17][N:16]([CH2:19][CH2:20][C@H:21]4[CH2:26][CH2:25][C@H:24]([NH:27][C:32](=[O:33])[CH2:31][C@@H:30]([OH:35])[C:29]([F:37])([F:36])[F:28])[CH2:23][CH2:22]4)[CH2:15][CH2:14]3)[N:10]=[CH:11][CH:12]=[C:7]2[CH2:6][CH2:5]1. (9) Given the reactants [C:1]([C:4]1[CH:9]=[CH:8][C:7]([S:10]([NH2:13])(=[O:12])=[O:11])=[CH:6][CH:5]=1)(=[O:3])[CH3:2].[NH:14]1[C:22]2[C:17](=[CH:18][CH:19]=[CH:20][CH:21]=2)[CH:16]=[C:15]1[C:23]1[C:24]([O:33][CH3:34])=[CH:25][C:26]([O:31][CH3:32])=[C:27]([CH:30]=1)[CH:28]=O, predict the reaction product. The product is: [NH:14]1[C:22]2[C:17](=[CH:18][CH:19]=[CH:20][CH:21]=2)[CH:16]=[C:15]1[C:23]1[C:24]([O:33][CH3:34])=[CH:25][C:26]([O:31][CH3:32])=[C:27](/[CH:28]=[CH:2]/[C:1]([C:4]2[CH:5]=[CH:6][C:7]([S:10]([NH2:13])(=[O:11])=[O:12])=[CH:8][CH:9]=2)=[O:3])[CH:30]=1.